Dataset: Forward reaction prediction with 1.9M reactions from USPTO patents (1976-2016). Task: Predict the product of the given reaction. (1) Given the reactants [CH3:1][CH2:2][CH2:3][C:4]1[C:10]2[C:11]3[O:25][C:24]([CH3:27])([CH3:26])[CH:23]=[CH:22][C:12]=3[C:13]3[O:18][C@@H:17]([CH3:19])[C@H:16]([CH3:20])[C@@H:15]([OH:21])[C:14]=3[C:9]=2[O:8][C:6](=[O:7])[CH:5]=1.CO, predict the reaction product. The product is: [CH3:1][CH2:2][CH2:3][C:4]1[C:10]2[C:11]3[O:25][C:24]([CH3:27])([CH3:26])[CH:23]=[CH:22][C:12]=3[C:13]3[O:18][C@@H:17]([CH3:19])[C@H:16]([CH3:20])[C@H:15]([OH:21])[C:14]=3[C:9]=2[O:8][C:6](=[O:7])[CH:5]=1. (2) Given the reactants Cl.Cl.[NH2:3][C:4]1[N:8]([CH3:9])[N:7]=[CH:6][C:5]=1[CH2:10][CH2:11][NH2:12].[CH3:13][O-:14].[Na+], predict the reaction product. The product is: [NH2:3][C:4]1[N:8]([CH3:9])[N:7]=[CH:6][C:5]=1[CH2:10][CH2:11][NH:12][CH:13]=[O:14]. (3) Given the reactants [OH:1][C@@H:2]([CH2:18][N:19]1[CH2:24][CH2:23][O:22][CH2:21][CH2:20]1)[CH2:3][N:4]1[CH2:10][CH2:9][CH2:8][C:7]2[NH:11][C:12]([CH:15]=O)=[C:13]([CH3:14])[C:6]=2[C:5]1=[O:17].[Br:25][C:26]1[CH:34]=[CH:33][CH:32]=[C:31]2[C:27]=1[CH2:28][C:29](=[O:35])[NH:30]2.N1CCCCC1, predict the reaction product. The product is: [Br:25][C:26]1[CH:34]=[CH:33][CH:32]=[C:31]2[C:27]=1/[C:28](=[CH:15]/[C:12]1[NH:11][C:7]3[CH2:8][CH2:9][CH2:10][N:4]([CH2:3][C@@H:2]([OH:1])[CH2:18][N:19]4[CH2:24][CH2:23][O:22][CH2:21][CH2:20]4)[C:5](=[O:17])[C:6]=3[C:13]=1[CH3:14])/[C:29](=[O:35])[NH:30]2. (4) Given the reactants O[CH2:2][CH2:3][O:4][CH2:5][C:6]1[CH:7]=[C:8]([CH:11]=[CH:12][CH:13]=1)[C:9]#[N:10].C1C=CC(P(C2C=CC=CC=2)C2C=CC=CC=2)=CC=1.C(Br)(Br)(Br)[Br:34], predict the reaction product. The product is: [Br:34][CH2:2][CH2:3][O:4][CH2:5][C:6]1[CH:7]=[C:8]([CH:11]=[CH:12][CH:13]=1)[C:9]#[N:10]. (5) Given the reactants [F:1][C:2]([F:26])([F:25])[C:3]([NH:5][C:6]1[C:14]2[C:9](=[CH:10][CH:11]=[C:12]([S:15]([C:18]3[CH:23]=[CH:22][CH:21]=[C:20]([F:24])[CH:19]=3)(=[O:17])=[O:16])[CH:13]=2)[NH:8][N:7]=1)=[O:4].Cl[C:28]([C:41]1[CH:46]=[CH:45][CH:44]=[CH:43][CH:42]=1)([C:35]1[CH:40]=[CH:39][CH:38]=[CH:37][CH:36]=1)[C:29]1[CH:34]=[CH:33][CH:32]=[CH:31][CH:30]=1.C(N(CC)CC)C, predict the reaction product. The product is: [F:26][C:2]([F:1])([F:25])[C:3]([NH:5][C:6]1[C:14]2[C:9](=[CH:10][CH:11]=[C:12]([S:15]([C:18]3[CH:23]=[CH:22][CH:21]=[C:20]([F:24])[CH:19]=3)(=[O:16])=[O:17])[CH:13]=2)[N:8]([C:28]([C:29]2[CH:34]=[CH:33][CH:32]=[CH:31][CH:30]=2)([C:41]2[CH:42]=[CH:43][CH:44]=[CH:45][CH:46]=2)[C:35]2[CH:36]=[CH:37][CH:38]=[CH:39][CH:40]=2)[N:7]=1)=[O:4]. (6) Given the reactants [Na].[Cl:2][C:3]1[CH:8]=[C:7]([Cl:9])[C:6]([O:10][CH3:11])=[CH:5][C:4]=1[NH:12][C:13]1[C:22]2[C:17](=[CH:18][C:19](F)=[C:20]([O:23][CH3:24])[CH:21]=2)[N:16]=[CH:15][C:14]=1[C:26]#[N:27].C(=O)(O)[O-].[Na+].[O:33]=[S:34]1(=[O:44])[CH2:39][CH2:38][N:37]([CH2:40][CH2:41][CH2:42][OH:43])[CH2:36][CH2:35]1, predict the reaction product. The product is: [Cl:2][C:3]1[CH:8]=[C:7]([Cl:9])[C:6]([O:10][CH3:11])=[CH:5][C:4]=1[NH:12][C:13]1[C:22]2[C:17](=[CH:18][C:19]([O:43][CH2:42][CH2:41][CH2:40][N:37]3[CH2:36][CH2:35][S:34](=[O:44])(=[O:33])[CH2:39][CH2:38]3)=[C:20]([O:23][CH3:24])[CH:21]=2)[N:16]=[CH:15][C:14]=1[C:26]#[N:27]. (7) The product is: [CH3:29][C:30]1[C:35]([C:2]2[C:3]3[CH:10]=[C:9]([CH2:11][O:12][C:13]4[CH:18]=[CH:17][C:16]([C@@H:19]([C:26]#[C:27][CH3:28])[CH2:20][C:21]([O:23][CH2:24][CH3:25])=[O:22])=[CH:15][CH:14]=4)[CH:8]=[CH:7][C:4]=3[S:5][CH:6]=2)=[CH:34][CH:33]=[CH:32][N:31]=1. Given the reactants Br[C:2]1[C:3]2[CH:10]=[C:9]([CH2:11][O:12][C:13]3[CH:18]=[CH:17][C:16]([C@@H:19]([C:26]#[C:27][CH3:28])[CH2:20][C:21]([O:23][CH2:24][CH3:25])=[O:22])=[CH:15][CH:14]=3)[CH:8]=[CH:7][C:4]=2[S:5][CH:6]=1.[CH3:29][C:30]1[C:35](B(O)O)=[CH:34][CH:33]=[CH:32][N:31]=1.C([O-])([O-])=O.[Cs+].[Cs+], predict the reaction product.